Dataset: Full USPTO retrosynthesis dataset with 1.9M reactions from patents (1976-2016). Task: Predict the reactants needed to synthesize the given product. (1) Given the product [Cl:8][C:6]1[CH:5]=[CH:4][C:3]([O:9][CH3:10])=[C:2]([CH:7]=1)[CH:11]=[CH:12][C:13]1[CH:18]=[CH:17][CH:16]=[CH:15][CH:14]=1, predict the reactants needed to synthesize it. The reactants are: Br[C:2]1[CH:7]=[C:6]([Cl:8])[CH:5]=[CH:4][C:3]=1[O:9][CH3:10].[CH2:11]=[CH:12][C:13]1[CH:18]=[CH:17][CH:16]=[CH:15][CH:14]=1.C(N(CC)CC)C.C1(P(C2C=CC=CC=2)C2C=CC=CC=2)C=CC=CC=1. (2) Given the product [CH3:9][N:10]1[CH2:15][CH2:14][N:13]([CH2:16][C:17]2[CH:18]=[CH:19][C:20]3[N:24]=[CH:23][N:22]([C:25]4[S:29][C:28]([C:1]([NH2:3])=[O:2])=[C:27]([O:34][C@@H:35]([C:37]5[CH:42]=[CH:41][CH:40]=[CH:39][C:38]=5[C:43]([F:45])([F:44])[F:46])[CH3:36])[CH:26]=4)[C:21]=3[CH:47]=2)[CH2:12][CH2:11]1, predict the reactants needed to synthesize it. The reactants are: [CH:1]([NH2:3])=[O:2].C[O-].[Na+].CO.[CH3:9][N:10]1[CH2:15][CH2:14][N:13]([CH2:16][C:17]2[CH:18]=[CH:19][C:20]3[N:24]=[CH:23][N:22]([C:25]4[S:29][C:28](C(OC)=O)=[C:27]([O:34][C@@H:35]([C:37]5[CH:42]=[CH:41][CH:40]=[CH:39][C:38]=5[C:43]([F:46])([F:45])[F:44])[CH3:36])[CH:26]=4)[C:21]=3[CH:47]=2)[CH2:12][CH2:11]1. (3) Given the product [F:23][C:24]1[CH:31]=[CH:30][C:27]([CH2:28][N:14]2[C:15](=[O:18])[CH:16]=[CH:17][C:12]([CH2:11][C:10]3[C:9]4[C:4](=[CH:5][CH:6]=[CH:7][CH:8]=4)[N:3]([CH2:19][C:20]([O:22][CH2:28][C:27]4[CH:30]=[CH:31][C:24]([F:23])=[CH:25][CH:26]=4)=[O:21])[C:2]=3[CH3:1])=[N:13]2)=[CH:26][CH:25]=1, predict the reactants needed to synthesize it. The reactants are: [CH3:1][C:2]1[N:3]([CH2:19][C:20]([OH:22])=[O:21])[C:4]2[C:9]([C:10]=1[CH2:11][C:12]1[CH:17]=[CH:16][C:15](=[O:18])[NH:14][N:13]=1)=[CH:8][CH:7]=[CH:6][CH:5]=2.[F:23][C:24]1[CH:31]=[CH:30][C:27]([CH2:28]Br)=[CH:26][CH:25]=1.C([O-])([O-])=O.[K+].[K+].CN(C=O)C. (4) Given the product [CH3:29][O:1][C:2]1[CH:3]=[C:4]([O:16][C:17]2[CH:22]=[CH:21][C:20]([S:23]([CH3:26])(=[O:25])=[O:24])=[CH:19][CH:18]=2)[CH:5]=[C:6]2[C:10]=1[NH:9][C:8]([C:11]([O:13][CH2:14][CH3:15])=[O:12])=[CH:7]2, predict the reactants needed to synthesize it. The reactants are: [OH:1][C:2]1[CH:3]=[C:4]([O:16][C:17]2[CH:22]=[CH:21][C:20]([S:23]([CH3:26])(=[O:25])=[O:24])=[CH:19][CH:18]=2)[CH:5]=[C:6]2[C:10]=1[NH:9][C:8]([C:11]([O:13][CH2:14][CH3:15])=[O:12])=[CH:7]2.CO.[CH3:29][Si](C=[N+]=[N-])(C)C. (5) Given the product [CH3:31][NH:32][C:25]([C:21]1[CH:20]=[C:19]2[C:24](=[CH:23][CH:22]=1)[N:16]([CH2:15][C@@H:14]([NH:13][S:10]([C:3]1[C:4]([CH3:9])=[CH:5][C:6]([CH3:8])=[CH:7][C:2]=1[CH3:1])(=[O:11])=[O:12])[CH2:28][CH3:29])[CH:17]=[CH:18]2)=[O:27], predict the reactants needed to synthesize it. The reactants are: [CH3:1][C:2]1[CH:7]=[C:6]([CH3:8])[CH:5]=[C:4]([CH3:9])[C:3]=1[S:10]([NH:13][C@@H:14]([CH2:28][CH3:29])[CH2:15][N:16]1[C:24]2[C:19](=[CH:20][C:21]([C:25]([OH:27])=O)=[CH:22][CH:23]=2)[CH:18]=[CH:17]1)(=[O:12])=[O:11].C[CH2:31][N:32](CC)CC.F[P-](F)(F)(F)(F)F.N1(O[P+](N(C)C)(N(C)C)N(C)C)C2C=CC=CC=2N=N1.CN. (6) Given the product [CH2:11]([N:9]1[C:10]2[C:6](=[CH:5][C:4]([N+:13]([O-:15])=[O:14])=[CH:3][C:2]=2[C:16]2[CH:21]=[CH:20][CH:19]=[CH:18][CH:17]=2)[CH:7]=[CH:8]1)[CH3:12], predict the reactants needed to synthesize it. The reactants are: Br[C:2]1[CH:3]=[C:4]([N+:13]([O-:15])=[O:14])[CH:5]=[C:6]2[C:10]=1[N:9]([CH2:11][CH3:12])[CH:8]=[CH:7]2.[C:16]1(B(O)O)[CH:21]=[CH:20][CH:19]=[CH:18][CH:17]=1.P([O-])([O-])([O-])=O.[K+].[K+].[K+].O1CCOCC1. (7) Given the product [CH3:9][C:10]1[CH:19]=[C:18]([CH2:20][O:21][C:22]2[CH:27]=[CH:26][C:25]([S:28]([NH:34][CH2:35][C@@H:36]([N:41]3[CH2:46][CH2:45][CH2:44][CH2:43][CH2:42]3)[C:37]([O:39][CH3:40])=[O:38])(=[O:30])=[O:29])=[CH:24][CH:23]=2)[C:17]2[C:12](=[CH:13][CH:14]=[CH:15][CH:16]=2)[N:11]=1, predict the reactants needed to synthesize it. The reactants are: C(N(CC)CC)C.Cl.[CH3:9][C:10]1[CH:19]=[C:18]([CH2:20][O:21][C:22]2[CH:27]=[CH:26][C:25]([S:28](Cl)(=[O:30])=[O:29])=[CH:24][CH:23]=2)[C:17]2[C:12](=[CH:13][CH:14]=[CH:15][CH:16]=2)[N:11]=1.Cl.Cl.[NH2:34][CH2:35][C@@H:36]([N:41]1[CH2:46][CH2:45][CH2:44][CH2:43][CH2:42]1)[C:37]([O:39][CH3:40])=[O:38].